This data is from Full USPTO retrosynthesis dataset with 1.9M reactions from patents (1976-2016). The task is: Predict the reactants needed to synthesize the given product. (1) Given the product [CH2:1]([O:3][C:4](=[O:17])[CH2:5][CH2:6][CH:7]([CH3:16])[CH2:8][C:9]1[CH:10]=[CH:11][C:12]([F:15])=[CH:13][CH:14]=1)[CH3:2], predict the reactants needed to synthesize it. The reactants are: [CH2:1]([O:3][C:4](=[O:17])[CH2:5][CH2:6][C:7]([CH3:16])=[CH:8][C:9]1[CH:14]=[CH:13][C:12]([F:15])=[CH:11][CH:10]=1)[CH3:2]. (2) Given the product [Cl:1][C:2]1[C:10]([C:11]([OH:13])=[O:12])=[C:9]2[N:5]([CH2:6][CH2:7][CH2:8]2)[C:4](=[O:16])[C:3]=1[CH3:17], predict the reactants needed to synthesize it. The reactants are: [Cl:1][C:2]1[C:10]([C:11]([O:13]CC)=[O:12])=[C:9]2[N:5]([CH2:6][CH2:7][CH2:8]2)[C:4](=[O:16])[C:3]=1[CH3:17].C1COCC1.[OH-].[Na+].Cl.